From a dataset of Full USPTO retrosynthesis dataset with 1.9M reactions from patents (1976-2016). Predict the reactants needed to synthesize the given product. (1) Given the product [CH3:14][O:15][C:16]1[CH:26]=[CH:25][C:19]2[C:20]([CH3:24])([CH3:23])[CH2:21][O:22][C:18]=2[C:17]=1[B:28]([OH:31])[OH:29], predict the reactants needed to synthesize it. The reactants are: [Li]C(CC)C.CN(CCN(C)C)C.[CH3:14][O:15][C:16]1[CH:26]=[CH:25][C:19]2[C:20]([CH3:24])([CH3:23])[CH2:21][O:22][C:18]=2[CH:17]=1.[Li].[B:28](OC)([O:31]C)[O:29]C. (2) Given the product [C:13]([O:12][C:10]([NH:5][CH2:4][C:3]1[CH:6]=[CH:7][CH:8]=[CH:9][C:2]=1[CH3:1])=[O:11])([CH3:16])([CH3:15])[CH3:14], predict the reactants needed to synthesize it. The reactants are: [CH3:1][C:2]1[CH:9]=[CH:8][CH:7]=[CH:6][C:3]=1[CH2:4][NH2:5].[C:10](O[C:10]([O:12][C:13]([CH3:16])([CH3:15])[CH3:14])=[O:11])([O:12][C:13]([CH3:16])([CH3:15])[CH3:14])=[O:11].